This data is from Catalyst prediction with 721,799 reactions and 888 catalyst types from USPTO. The task is: Predict which catalyst facilitates the given reaction. (1) Reactant: C(Cl)Cl.[CH3:4][O:5][CH:6]([C:13]1[CH:18]=[CH:17][CH:16]=[CH:15][C:14]=1[C:19]#[C:20][C:21]1[CH:26]=[CH:25][CH:24]=[CH:23][CH:22]=1)[C:7]#[C:8][Si](C)(C)C.C([O-])([O-])=O.[K+].[K+]. Product: [CH3:4][O:5][CH:6]([C:13]1[CH:18]=[CH:17][CH:16]=[CH:15][C:14]=1[C:19]#[C:20][C:21]1[CH:22]=[CH:23][CH:24]=[CH:25][CH:26]=1)[C:7]#[CH:8]. The catalyst class is: 5. (2) Reactant: Br[C:2]1[CH:7]=[CH:6][CH:5]=[CH:4][C:3]=1[P:8]([C:19]1[C:28]2[C:23](=[CH:24][CH:25]=[CH:26][CH:27]=2)[CH:22]=[CH:21][CH:20]=1)[C:9]1[C:18]2[C:13](=[CH:14][CH:15]=[CH:16][CH:17]=2)[CH:12]=[CH:11][CH:10]=1.[P:29](Cl)([O:33][CH2:34][CH3:35])[O:30][CH2:31][CH3:32]. Product: [C:9]1([P:8]([C:19]2[C:28]3[C:23](=[CH:24][CH:25]=[CH:26][CH:27]=3)[CH:22]=[CH:21][CH:20]=2)[C:3]2[CH:4]=[CH:5][CH:6]=[CH:7][C:2]=2[P:29]([O:33][CH2:34][CH3:35])[O:30][CH2:31][CH3:32])[C:18]2[C:13](=[CH:14][CH:15]=[CH:16][CH:17]=2)[CH:12]=[CH:11][CH:10]=1. The catalyst class is: 7. (3) Reactant: [NH:1]1[CH2:5][CH2:4][C@@H:3]([NH:6][C:7](=[O:13])[O:8][C:9]([CH3:12])([CH3:11])[CH3:10])[CH2:2]1.[CH3:14][C:15]([O:18][C:19]([N:21]([C:36]([O:38][C:39]([CH3:42])([CH3:41])[CH3:40])=[O:37])[C:22]1[CH:32]=[C:31]([CH2:33]Br)[C:30]([Br:35])=[CH:29][C:23]=1[C:24]([O:26][CH2:27][CH3:28])=[O:25])=[O:20])([CH3:17])[CH3:16].C(=O)([O-])[O-].[K+].[K+].O. Product: [CH3:42][C:39]([O:38][C:36]([N:21]([C:19]([O:18][C:15]([CH3:14])([CH3:17])[CH3:16])=[O:20])[C:22]1[CH:32]=[C:31]([CH2:33][N:1]2[CH2:5][CH2:4][C@@H:3]([NH:6][C:7]([O:8][C:9]([CH3:10])([CH3:12])[CH3:11])=[O:13])[CH2:2]2)[C:30]([Br:35])=[CH:29][C:23]=1[C:24]([O:26][CH2:27][CH3:28])=[O:25])=[O:37])([CH3:40])[CH3:41]. The catalyst class is: 3. (4) Reactant: C(OC(=O)[NH:7][C@H:8]1[CH2:13][C@@H:12]([C:14]2[CH:19]=[CH:18][CH:17]=[CH:16][C:15]=2[F:20])[CH2:11][N:10]([CH2:21][CH:22]([CH3:24])[CH3:23])[C:9]1=[O:25])(C)(C)C. Product: [NH2:7][C@H:8]1[CH2:13][C@@H:12]([C:14]2[CH:19]=[CH:18][CH:17]=[CH:16][C:15]=2[F:20])[CH2:11][N:10]([CH2:21][CH:22]([CH3:23])[CH3:24])[C:9]1=[O:25]. The catalyst class is: 13.